From a dataset of Reaction yield outcomes from USPTO patents with 853,638 reactions. Predict the reaction yield, written as a fraction of the theoretical maximum amount of product (1.0 means a 100% yield; for example, 0.34 means a 34% yield). (1) The reactants are [Br-].[F:2][C:3]([F:13])([F:12])[C:4]1[CH:11]=[CH:10][CH:9]=[CH:8][C:5]=1[CH2:6][Zn+].Cl[C:15]1[CH:16]=[C:17]([CH:22]=[CH:23][N:24]=1)[C:18]([O:20][CH3:21])=[O:19]. The catalyst is O1CCCC1. The product is [F:2][C:3]([F:13])([F:12])[C:4]1[CH:11]=[CH:10][CH:9]=[CH:8][C:5]=1[CH2:6][C:15]1[CH:16]=[C:17]([CH:22]=[CH:23][N:24]=1)[C:18]([O:20][CH3:21])=[O:19]. The yield is 0.800. (2) The reactants are [Cl:1][C:2]1[N:10]=[C:9]([NH2:11])[N:8]=[C:7]2[C:3]=1[N:4]=[CH:5][N:6]2[CH:12]1[CH2:16][CH:15]([O:17][Si](C(C)(C)C)(C)C)[CH:14]([CH2:25][O:26][Si](C(C)(C)C)(C)C)[C:13]1=[CH2:34].[F-].C([N+](CCCC)(CCCC)CCCC)CCC.C(Cl)Cl. The catalyst is C1COCC1. The product is [Cl:1][C:2]1[N:10]=[C:9]([NH2:11])[N:8]=[C:7]2[C:3]=1[N:4]=[CH:5][N:6]2[CH:12]1[CH2:16][CH:15]([OH:17])[CH:14]([CH2:25][OH:26])[C:13]1=[CH2:34]. The yield is 0.540. (3) The reactants are C[O:2][C:3](=[O:23])[CH:4]([N:11]1[C:19]2[C:14](=[CH:15][CH:16]=[C:17]([CH3:20])[CH:18]=2)[C:13](=[O:21])[C:12]1=[O:22])[CH2:5][CH:6]1[CH2:10][CH2:9][CH2:8][CH2:7]1.O.[OH-].[Li+]. The catalyst is O1CCCC1.O. The product is [CH:6]1([CH2:5][CH:4]([N:11]2[C:19]3[C:14](=[CH:15][CH:16]=[C:17]([CH3:20])[CH:18]=3)[C:13](=[O:21])[C:12]2=[O:22])[C:3]([OH:23])=[O:2])[CH2:10][CH2:9][CH2:8][CH2:7]1. The yield is 0.910. (4) The product is [Cl:1][C:2]1[N:3]=[N:4][C:5]([O:10][CH3:11])=[C:6]([C:18]2[CH:19]=[C:20]([F:23])[CH:21]=[CH:22][C:17]=2[C:15]([N:14]([CH2:27][CH3:28])[CH2:12][CH3:13])=[O:16])[C:7]=1[CH3:8]. The yield is 0.580. The catalyst is C1(C)C=CC=CC=1.C(O)C.C1C=CC([P]([Pd]([P](C2C=CC=CC=2)(C2C=CC=CC=2)C2C=CC=CC=2)([P](C2C=CC=CC=2)(C2C=CC=CC=2)C2C=CC=CC=2)[P](C2C=CC=CC=2)(C2C=CC=CC=2)C2C=CC=CC=2)(C2C=CC=CC=2)C2C=CC=CC=2)=CC=1. The reactants are [Cl:1][C:2]1[N:3]=[N:4][C:5]([O:10][CH3:11])=[C:6](I)[C:7]=1[CH3:8].[CH2:12]([N:14]([CH2:27][CH3:28])[C:15]([C:17]1[CH:22]=[CH:21][C:20]([F:23])=[CH:19][C:18]=1B(O)O)=[O:16])[CH3:13].C([O-])([O-])=O.[K+].[K+]. (5) The reactants are C([C@@H]1N(C(=O)C2C=CC(OC3C=CC=CC=3)=CC=2)C[C@H](CC(C)C)NC1=O)C(C)C.[CH:31]1([C@@H:36]2[NH:41][C:40](=[O:42])[C@H:39]([CH2:43][CH:44]([CH3:46])[CH3:45])[NH:38][CH2:37]2)[CH2:35][CH2:34][CH2:33][CH2:32]1.[F:47][C:48]1[CH:53]=[CH:52][C:51]([C:54]2[O:58][N:57]=[C:56]([C:59](O)=[O:60])[N:55]=2)=[CH:50][CH:49]=1. No catalyst specified. The product is [CH:31]1([C@@H:36]2[NH:41][C:40](=[O:42])[C@H:39]([CH2:43][CH:44]([CH3:46])[CH3:45])[N:38]([C:59]([C:56]3[N:55]=[C:54]([C:51]4[CH:52]=[CH:53][C:48]([F:47])=[CH:49][CH:50]=4)[O:58][N:57]=3)=[O:60])[CH2:37]2)[CH2:32][CH2:33][CH2:34][CH2:35]1. The yield is 0.153. (6) The product is [CH3:28][O:29][C:30]([C:32]1[CH2:33][N:34]([C:46]([O:48][C:49]([CH3:52])([CH3:51])[CH3:50])=[O:47])[CH2:35][CH2:36][C:37]=1[C:2]1[CH:7]=[N:6][C:5]([N:8]2[CH2:12][CH2:11][C@H:10]([O:13][C:14]3[C:19]([Cl:20])=[CH:18][C:17]([CH3:21])=[CH:16][C:15]=3[Cl:22])[CH2:9]2)=[CH:4][CH:3]=1)=[O:31]. The reactants are Br[C:2]1[CH:3]=[CH:4][C:5]([N:8]2[CH2:12][CH2:11][C@H:10]([O:13][C:14]3[C:19]([Cl:20])=[CH:18][C:17]([CH3:21])=[CH:16][C:15]=3[Cl:22])[CH2:9]2)=[N:6][CH:7]=1.[Li]CCCC.[CH3:28][O:29][C:30]([C:32]1[CH2:33][N:34]([C:46]([O:48][C:49]([CH3:52])([CH3:51])[CH3:50])=[O:47])[CH2:35][CH2:36][C:37]=1OS(C(F)(F)F)(=O)=O)=[O:31].[NH4+].[Cl-]. The catalyst is C1COCC1.[Cl-].[Cl-].[Zn+2].C1C=CC([P]([Pd]([P](C2C=CC=CC=2)(C2C=CC=CC=2)C2C=CC=CC=2)([P](C2C=CC=CC=2)(C2C=CC=CC=2)C2C=CC=CC=2)[P](C2C=CC=CC=2)(C2C=CC=CC=2)C2C=CC=CC=2)(C2C=CC=CC=2)C2C=CC=CC=2)=CC=1. The yield is 0.520.